From a dataset of Forward reaction prediction with 1.9M reactions from USPTO patents (1976-2016). Predict the product of the given reaction. (1) Given the reactants [BH-](OC(C)=O)(OC(C)=O)OC(C)=O.[Na+].[Cl:15][C:16]1[CH:23]=[C:22]([NH:24][C@H:25]2[CH2:29][CH2:28][NH:27][CH2:26]2)[CH:21]=[CH:20][C:17]=1[C:18]#[N:19].[S:30]1[CH:34]=[CH:33][CH:32]=[C:31]1[CH:35]=O.C(O)(=O)C.C([O-])(O)=O.[Na+], predict the reaction product. The product is: [Cl:15][C:16]1[CH:23]=[C:22]([NH:24][C@H:25]2[CH2:29][CH2:28][N:27]([CH2:35][C:31]3[S:30][CH:34]=[CH:33][CH:32]=3)[CH2:26]2)[CH:21]=[CH:20][C:17]=1[C:18]#[N:19]. (2) Given the reactants [H-].[Na+].[Br:3][C:4]1[CH:5]=[C:6]([C:24]([CH3:31])([CH3:30])[C:25]([O:27][CH2:28][CH3:29])=[O:26])[CH:7]=[C:8]2[C:12]=1[NH:11][C:10]([C:13]1[CH:18]=[CH:17][C:16]([O:19][C:20]([F:23])([F:22])[F:21])=[CH:15][CH:14]=1)=[CH:9]2.Br[CH2:33][C:34]([NH:36][C:37]([CH3:40])([CH3:39])[CH3:38])=[O:35], predict the reaction product. The product is: [Br:3][C:4]1[CH:5]=[C:6]([C:24]([CH3:30])([CH3:31])[C:25]([O:27][CH2:28][CH3:29])=[O:26])[CH:7]=[C:8]2[C:12]=1[N:11]([CH2:33][C:34]([NH:36][C:37]([CH3:40])([CH3:39])[CH3:38])=[O:35])[C:10]([C:13]1[CH:18]=[CH:17][C:16]([O:19][C:20]([F:22])([F:23])[F:21])=[CH:15][CH:14]=1)=[CH:9]2. (3) Given the reactants [Cl:1][C:2]1[N:3]=[CH:4][NH:5][C:6]=1[C:7]([O:9]C)=[O:8].CO.[OH-].[Na+].Cl, predict the reaction product. The product is: [Cl:1][C:2]1[N:3]=[CH:4][NH:5][C:6]=1[C:7]([OH:9])=[O:8]. (4) Given the reactants [C:1]([C:5]1[O:6][C:7]2[C:12](/[C:13](=[CH:15]/[CH:16]=[CH:17]/[CH:18]=[CH:19]/[C:20]3[C:28]([CH2:30][CH2:31][CH2:32][CH2:33][S:34]([O-:37])(=[O:36])=[O:35])([CH3:29])[C:27]4[C:22](=[C:23]([F:41])[C:24]([F:40])=[C:25]([F:39])[C:26]=4[F:38])[N+:21]=3[CH2:42][CH2:43][CH2:44][CH2:45][CH2:46][C:47]([OH:49])=[O:48])/[CH:14]=1)=[CH:11][CH:10]=[C:9]([N:50]([CH3:52])[CH3:51])[CH:8]=2)([CH3:4])([CH3:3])[CH3:2].CS(C)=O.[B-](F)(F)(F)F.CN(C(O[N:70]1[C:75](=[O:76])[CH2:74][CH2:73][C:71]1=[O:72])=[N+](C)C)C.C(N(CC)C(C)C)(C)C, predict the reaction product. The product is: [C:1]([C:5]1[O:6][C:7]2[C:12](/[C:13](=[CH:15]/[CH:16]=[CH:17]/[CH:18]=[CH:19]/[C:20]3[C:28]([CH2:30][CH2:31][CH2:32][CH2:33][S:34]([O-:37])(=[O:35])=[O:36])([CH3:29])[C:27]4[C:22](=[C:23]([F:41])[C:24]([F:40])=[C:25]([F:39])[C:26]=4[F:38])[N+:21]=3[CH2:42][CH2:43][CH2:44][CH2:45][CH2:46][C:47]([O:49][N:70]3[C:75](=[O:76])[CH2:74][CH2:73][C:71]3=[O:72])=[O:48])/[CH:14]=1)=[CH:11][CH:10]=[C:9]([N:50]([CH3:52])[CH3:51])[CH:8]=2)([CH3:2])([CH3:3])[CH3:4]. (5) Given the reactants [F:1][C:2]1[CH:3]=[C:4]([C:15]([NH:17][C:18]2[CH:23]=[CH:22][C:21]([C:24]3[N:28]=[CH:27][N:26]([C:29]4[CH:34]=[CH:33][C:32]([O:35][C:36]([F:42])([F:41])[C:37]([F:40])([F:39])[F:38])=[CH:31][CH:30]=4)[N:25]=3)=[CH:20][CH:19]=2)=[O:16])[CH:5]=[C:6]([C:8]2[CH:13]=[CH:12][CH:11]=[CH:10][C:9]=2[CH3:14])[CH:7]=1.[H-].[Na+].CI.[C:47](=O)(O)[O-].[Na+], predict the reaction product. The product is: [F:1][C:2]1[CH:3]=[C:4]([C:15]([N:17]([CH3:47])[C:18]2[CH:19]=[CH:20][C:21]([C:24]3[N:28]=[CH:27][N:26]([C:29]4[CH:34]=[CH:33][C:32]([O:35][C:36]([F:42])([F:41])[C:37]([F:39])([F:38])[F:40])=[CH:31][CH:30]=4)[N:25]=3)=[CH:22][CH:23]=2)=[O:16])[CH:5]=[C:6]([C:8]2[CH:13]=[CH:12][CH:11]=[CH:10][C:9]=2[CH3:14])[CH:7]=1. (6) The product is: [CH2:41]([C:48]1[N:49]=[C:50]([Cl:55])[N:51]=[C:52]([NH:40][C:30]2[CH:31]=[CH:32][C:33]([N:34]3[CH:38]=[C:37]([CH3:39])[N:36]=[CH:35]3)=[C:28]([O:27][CH3:26])[CH:29]=2)[CH:53]=1)[C:42]1[CH:43]=[CH:44][CH:45]=[CH:46][CH:47]=1. Given the reactants C1(P(C2CCCCC2)C2C=CC=CC=2C2C=CC=CC=2)CCCCC1.[CH3:26][O:27][C:28]1[CH:29]=[C:30]([NH2:40])[CH:31]=[CH:32][C:33]=1[N:34]1[CH:38]=[C:37]([CH3:39])[N:36]=[CH:35]1.[CH2:41]([C:48]1[CH:53]=[C:52](Cl)[N:51]=[C:50]([Cl:55])[N:49]=1)[C:42]1[CH:47]=[CH:46][CH:45]=[CH:44][CH:43]=1.C(=O)([O-])[O-].[K+].[K+], predict the reaction product. (7) Given the reactants C(O/[CH:4]=[N:5]/[C:6]1[C:14]2[C:9](=[N:10][C:11]([N:21]3[CH2:26][CH2:25][O:24][CH2:23][CH2:22]3)=[C:12]3[CH2:18][O:17][C:16]([CH3:20])([CH3:19])[CH2:15][C:13]3=2)[O:8][C:7]=1[C:27]([O:29]CC)=O)C.[NH3:32], predict the reaction product. The product is: [CH3:20][C:16]1([CH3:19])[O:17][CH2:18][C:12]2=[C:11]([N:21]3[CH2:26][CH2:25][O:24][CH2:23][CH2:22]3)[N:10]=[C:9]3[O:8][C:7]4[C:27](=[O:29])[NH:32][CH:4]=[N:5][C:6]=4[C:14]3=[C:13]2[CH2:15]1. (8) Given the reactants [N:1]1([C:7]2[CH:12]=[CH:11][C:10]([NH2:13])=[CH:9][CH:8]=2)[CH2:6][CH2:5][O:4][CH2:3][CH2:2]1.[CH:14]([N:17]1[CH2:22][CH2:21][N:20]([C:23]2[CH:24]=[C:25]([O:36][CH3:37])[CH:26]=[C:27]3[C:32]=2[O:31][CH:30]([C:33](O)=[O:34])[CH2:29][CH2:28]3)[CH2:19][CH2:18]1)([CH3:16])[CH3:15], predict the reaction product. The product is: [CH:14]([N:17]1[CH2:22][CH2:21][N:20]([C:23]2[CH:24]=[C:25]([O:36][CH3:37])[CH:26]=[C:27]3[C:32]=2[O:31][CH:30]([C:33]([NH:13][C:10]2[CH:9]=[CH:8][C:7]([N:1]4[CH2:2][CH2:3][O:4][CH2:5][CH2:6]4)=[CH:12][CH:11]=2)=[O:34])[CH2:29][CH2:28]3)[CH2:19][CH2:18]1)([CH3:16])[CH3:15]. (9) The product is: [CH3:19][C:16]1[CH:17]=[CH:18][C:13]([NH:12][C:2]([O:4][CH2:5][C:6]2[CH:11]=[CH:10][CH:9]=[CH:8][CH:7]=2)=[O:3])=[CH:14][C:15]=1[CH:20]1[CH2:21][CH2:22][N:23]([C:26]([O:28][C:29]([CH3:32])([CH3:31])[CH3:30])=[O:27])[CH2:24][CH2:25]1. Given the reactants Cl[C:2]([O:4][CH2:5][C:6]1[CH:11]=[CH:10][CH:9]=[CH:8][CH:7]=1)=[O:3].[NH2:12][C:13]1[CH:14]=[C:15]([CH:20]2[CH2:25][CH2:24][N:23]([C:26]([O:28][C:29]([CH3:32])([CH3:31])[CH3:30])=[O:27])[CH2:22][CH2:21]2)[C:16]([CH3:19])=[CH:17][CH:18]=1.C([O-])([O-])=O.[K+].[K+].C(Cl)Cl, predict the reaction product.